This data is from Forward reaction prediction with 1.9M reactions from USPTO patents (1976-2016). The task is: Predict the product of the given reaction. (1) Given the reactants [Cl:1][C:2]1[C:10]([NH:11][S:12]([CH2:15][CH2:16][CH3:17])(=[O:14])=[O:13])=[CH:9][CH:8]=[C:7]([F:18])[C:3]=1C(O)=O.C([N:21]([CH2:24]C)CC)C.[CH3:26][O:27][C:28]1[C:36]2[C:31](=[N:32][CH:33]=[N:34][C:35]=2[NH2:37])[NH:30][N:29]=1.C1C[O:41]CC1, predict the reaction product. The product is: [Cl:1][C:2]1[C:3]([NH:21][C:24]([NH:37][C:35]2[N:34]=[CH:33][N:32]=[C:31]3[NH:30][N:29]=[C:28]([O:27][CH3:26])[C:36]=23)=[O:41])=[C:7]([F:18])[CH:8]=[CH:9][C:10]=1[NH:11][S:12]([CH2:15][CH2:16][CH3:17])(=[O:13])=[O:14]. (2) Given the reactants [ClH:1].CCOCC.[OH:7][C:8]1[CH:9]=[C:10]2[C:15](=[CH:16][CH:17]=1)[C:14]([O:18][C:19]1[CH:24]=[CH:23][C:22]([O:25][CH2:26][CH2:27][N:28]3[CH2:33][CH2:32][CH2:31][CH2:30][CH2:29]3)=[CH:21][CH:20]=1)=[C:13]([C:34]1[CH:38]=[CH:37][S:36][C:35]=1[C:39]#[N:40])[CH:12]=[CH:11]2, predict the reaction product. The product is: [ClH:1].[OH:7][C:8]1[CH:9]=[C:10]2[C:15](=[CH:16][CH:17]=1)[C:14]([O:18][C:19]1[CH:20]=[CH:21][C:22]([O:25][CH2:26][CH2:27][N:28]3[CH2:29][CH2:30][CH2:31][CH2:32][CH2:33]3)=[CH:23][CH:24]=1)=[C:13]([C:34]1[CH:38]=[CH:37][S:36][C:35]=1[C:39]#[N:40])[CH:12]=[CH:11]2. (3) Given the reactants [F:1][C:2]1[CH:17]=[CH:16][C:5]([CH2:6][N:7]2[CH2:12][CH:11]([CH3:13])[O:10][C@H:9](O)[C:8]2=[O:15])=[CH:4][CH:3]=1.S(Cl)(Cl)=O.C1(P(C2C=CC=CC=2)C2C=CC=CC=2)C=CC=CC=1.[F:41][C:42]1[CH:43]=[C:44]([CH:47]=[CH:48][C:49]=1[N:50]1[CH:54]=[C:53]([CH3:55])[N:52]=[CH:51]1)[CH:45]=O, predict the reaction product. The product is: [F:1][C:2]1[CH:17]=[CH:16][C:5]([CH2:6][N:7]2[CH2:12][C@H:11]([CH3:13])[O:10]/[C:9](=[CH:45]\[C:44]3[CH:47]=[CH:48][C:49]([N:50]4[CH:54]=[C:53]([CH3:55])[N:52]=[CH:51]4)=[C:42]([F:41])[CH:43]=3)/[C:8]2=[O:15])=[CH:4][CH:3]=1. (4) Given the reactants [CH3:1][NH:2][CH2:3][C:4]1[C:17]2[C:12](=[CH:13][CH:14]=[CH:15][CH:16]=2)[C:11]([CH2:18][OH:19])=[C:10]2[C:5]=1[CH:6]=[CH:7][CH:8]=[CH:9]2.[C:28](O[C:28]([O:30][C:31]([CH3:34])([CH3:33])[CH3:32])=[O:29])([O:30][C:31]([CH3:34])([CH3:33])[CH3:32])=[O:29].CN(C)C, predict the reaction product. The product is: [C:31]([O:30][C:28](=[O:29])[N:2]([CH2:3][C:4]1[C:17]2[C:12]([C:11]([CH2:18][OH:19])=[C:10]3[C:5]=1[CH:6]=[CH:7][CH:8]=[CH:9]3)=[CH:13][CH:14]=[CH:15][CH:16]=2)[CH3:1])([CH3:32])([CH3:33])[CH3:34]. (5) The product is: [F:13][C:8]1[CH:9]=[C:10]([F:12])[CH:11]=[C:2]2[C:3]=1[C:4](=[O:5])[NH:19][CH:18]=[N:1]2. Given the reactants [NH2:1][C:2]1[CH:11]=[C:10]([F:12])[CH:9]=[C:8]([F:13])[C:3]=1[C:4](OC)=[O:5].C(O)(=O)C.[CH:18](N)=[NH:19], predict the reaction product. (6) Given the reactants [N:1]1[C:10]2[C:5](=[CH:6][CH:7]=[CH:8][CH:9]=2)[CH:4]=[CH:3][C:2]=1[C:11](Cl)=[O:12].[NH2:14][CH2:15][CH2:16][CH2:17][CH2:18][N:19]1[C:31]2[C:30]3[CH:29]=[CH:28][CH:27]=[CH:26][C:25]=3[N:24]=[C:23]([NH2:32])[C:22]=2[N:21]=[C:20]1[CH2:33][C:34]1[CH:39]=[CH:38][C:37]([O:40][CH3:41])=[CH:36][CH:35]=1.ClCCl, predict the reaction product. The product is: [NH2:32][C:23]1[C:22]2[N:21]=[C:20]([CH2:33][C:34]3[CH:39]=[CH:38][C:37]([O:40][CH3:41])=[CH:36][CH:35]=3)[N:19]([CH2:18][CH2:17][CH2:16][CH2:15][NH:14][C:11]([C:2]3[CH:3]=[CH:4][C:5]4[C:10](=[CH:9][CH:8]=[CH:7][CH:6]=4)[N:1]=3)=[O:12])[C:31]=2[C:30]2[CH:29]=[CH:28][CH:27]=[CH:26][C:25]=2[N:24]=1. (7) Given the reactants Br[C:2]1[C:10]2[O:9][C@@H:8]([CH2:11][Br:12])[CH2:7][C:6]=2[CH:5]=[C:4]([F:13])[CH:3]=1.[Cl:14][C:15]1[CH:20]=[CH:19][CH:18]=[CH:17][C:16]=1B(O)O, predict the reaction product. The product is: [Br:12][CH2:11][C@H:8]1[CH2:7][C:6]2[CH:5]=[C:4]([F:13])[CH:3]=[C:2]([C:16]3[CH:17]=[CH:18][CH:19]=[CH:20][C:15]=3[Cl:14])[C:10]=2[O:9]1.